This data is from TCR-epitope binding with 47,182 pairs between 192 epitopes and 23,139 TCRs. The task is: Binary Classification. Given a T-cell receptor sequence (or CDR3 region) and an epitope sequence, predict whether binding occurs between them. (1) The epitope is EILDITPCSF. The TCR CDR3 sequence is CASSLEPGSPLHF. Result: 0 (the TCR does not bind to the epitope). (2) The epitope is PROT_97E67BCC. The TCR CDR3 sequence is CARSELASGTDTQYF. Result: 1 (the TCR binds to the epitope). (3) The epitope is ELAGIGILTV. The TCR CDR3 sequence is CASSVGPLEAFSYEQYF. Result: 1 (the TCR binds to the epitope).